This data is from Forward reaction prediction with 1.9M reactions from USPTO patents (1976-2016). The task is: Predict the product of the given reaction. Given the reactants [OH:1][C@H:2]1[CH2:6][CH2:5][NH:4][CH2:3]1.CCN(C(C)C)C(C)C.[CH3:16][S:17](Cl)(=[O:19])=[O:18], predict the reaction product. The product is: [CH3:16][S:17]([N:4]1[CH2:5][CH2:6][C@H:2]([O:1][S:17]([CH3:16])(=[O:19])=[O:18])[CH2:3]1)(=[O:19])=[O:18].